From a dataset of Catalyst prediction with 721,799 reactions and 888 catalyst types from USPTO. Predict which catalyst facilitates the given reaction. (1) Reactant: N(SC[C@@H](C(NCC(O)=O)=O)N[C:7](=O)[CH2:8][CH2:9][C@@H:10]([C:12]([OH:14])=[O:13])N)=O.[CH3:23][CH:24]([C:26](C1C=CC(OC)=C(OC)C=1)(C#N)[CH2:27]CCN(CCC1C=CC(OC)=C(OC)C=1)C)C.CC[C@@H]1NC(=O)[C@H]([C@H](O)[C@@H](C/C=C/C)C)N(C)C(=O)[C@H](C(C)C)N(C)C(=O)[C@H](CC(C)C)N(C)C(=O)[C@H](CC(C)C)N(C)C(=O)[C@@H](C)NC(=O)[C@H](C)NC(=O)[C@H](CC(C)C)N(C)C(=O)[C@H](C(C)C)NC(=O)[C@H](CC(C)C)N(C)C(=O)CN(C)C1=O.C=CCNC1N=C(NCC=C)N=C(N2CCC(NCC(C3C=CC(F)=CC=3)C3C=CC(F)=CC=3)CC2)N=1.CN(C(CCSC(SCCC(O)=O)C1C=CC=C(/C=C/C2C=CC3C=CC(Cl)=CC=3N=2)C=1)=O)C.N[C@@H](CCC(N[C@H](C(NCC(O)=O)=O)CS)=O)C(O)=O.NCC(C([O-])=O)=O. Product: [CH3:23][CH2:24][CH2:26][CH2:27][CH2:7][CH2:8][CH2:9][CH2:10][C:12]([OH:14])=[O:13]. The catalyst class is: 8. (2) The catalyst class is: 19. Reactant: C([N:8]1[CH2:13][CH:12]2[C:10]([C:14]([NH:16][C:17]3[CH:22]=[CH:21][C:20]([F:23])=[C:19]([CH3:24])[CH:18]=3)=[O:15])([CH2:11]2)[CH2:9]1)C1C=CC=CC=1. Product: [F:23][C:20]1[CH:21]=[CH:22][C:17]([NH:16][C:14]([C@@:10]23[CH2:11][C@@H:12]2[CH2:13][NH:8][CH2:9]3)=[O:15])=[CH:18][C:19]=1[CH3:24]. (3) Reactant: [Br:1][C:2]1[C:6]2[N:7]=[C:8]([C:16]3[C:21]([F:22])=[CH:20][CH:19]=[CH:18][C:17]=3[F:23])[C:9]3[CH:10]=[C:11]([I:15])[CH:12]=[CH:13][C:14]=3[C:5]=2[NH:4][N:3]=1.C(N(C(C)C)CC)(C)C.[CH3:33][Si:34]([CH3:41])([CH3:40])[CH2:35][CH2:36][O:37][CH2:38]Cl.O. Product: [Br:1][C:2]1[C:6]2[N:7]=[C:8]([C:16]3[C:17]([F:23])=[CH:18][CH:19]=[CH:20][C:21]=3[F:22])[C:9]3[CH:10]=[C:11]([I:15])[CH:12]=[CH:13][C:14]=3[C:5]=2[N:4]([CH2:38][O:37][CH2:36][CH2:35][Si:34]([CH3:41])([CH3:40])[CH3:33])[N:3]=1. The catalyst class is: 3. (4) Reactant: [CH3:1][O:2][C:3]1[CH:8]=[CH:7][C:6]([C:9](=[O:14])[CH2:10][CH:11]([CH3:13])[CH3:12])=[CH:5][C:4]=1[O:15][CH2:16][CH2:17][CH2:18][O:19][CH3:20].[CH2:21](N(CC)CC)C.CN(C(N(C)C)N(C)C)C.[C:38]([NH:41][CH2:42][C:43]([OH:45])=O)(=[O:40])[CH3:39].C(OC(=O)C)(=O)C. Product: [CH:11]([C:10]1[CH:21]=[C:42]([NH:41][C:38](=[O:40])[CH3:39])[C:43](=[O:45])[O:14][C:9]=1[C:6]1[CH:7]=[CH:8][C:3]([O:2][CH3:1])=[C:4]([O:15][CH2:16][CH2:17][CH2:18][O:19][CH3:20])[CH:5]=1)([CH3:13])[CH3:12]. The catalyst class is: 11. (5) Reactant: [C:1]([O:5][C:6]([CH2:8][CH2:9][C:10]([NH2:29])([CH2:20][CH2:21][C:22]([O:24][C:25]([CH3:28])([CH3:27])[CH3:26])=[O:23])[CH2:11][CH2:12][C:13]([O:15][C:16]([CH3:19])([CH3:18])[CH3:17])=[O:14])=[O:7])([CH3:4])([CH3:3])[CH3:2].[C:30]1(=[O:36])[O:35][C:33](=[O:34])[CH2:32][CH2:31]1. Product: [C:1]([O:5][C:6]([CH2:8][CH2:9][C:10]([NH:29][C:30]([CH2:31][CH2:32][C:33]([OH:35])=[O:34])=[O:36])([CH2:20][CH2:21][C:22]([O:24][C:25]([CH3:28])([CH3:27])[CH3:26])=[O:23])[CH2:11][CH2:12][C:13]([O:15][C:16]([CH3:17])([CH3:18])[CH3:19])=[O:14])=[O:7])([CH3:2])([CH3:3])[CH3:4]. The catalyst class is: 64. (6) The catalyst class is: 3. Product: [C:28]([C:25]1[N:26]=[CH:27][C:22]([NH:21][C:18]2[N:19]=[CH:20][C:15]([NH:14][S:10]([CH2:8][CH3:9])(=[O:12])=[O:11])=[C:16]([NH:30][CH2:31][CH:32]3[CH2:37][CH2:36][N:35]([C:38]([O:40][C:41]([CH3:44])([CH3:43])[CH3:42])=[O:39])[CH2:34][CH2:33]3)[CH:17]=2)=[N:23][CH:24]=1)#[N:29]. Reactant: C(N(CC)CC)C.[CH2:8]([S:10](Cl)(=[O:12])=[O:11])[CH3:9].[NH2:14][C:15]1[C:16]([NH:30][CH2:31][CH:32]2[CH2:37][CH2:36][N:35]([C:38]([O:40][C:41]([CH3:44])([CH3:43])[CH3:42])=[O:39])[CH2:34][CH2:33]2)=[CH:17][C:18]([NH:21][C:22]2[CH:27]=[N:26][C:25]([C:28]#[N:29])=[CH:24][N:23]=2)=[N:19][CH:20]=1.